From a dataset of Full USPTO retrosynthesis dataset with 1.9M reactions from patents (1976-2016). Predict the reactants needed to synthesize the given product. (1) Given the product [CH3:1][S:2]([NH:5][C:6]1[CH:13]=[CH:12][C:9]([CH2:10][NH:11][C:24](=[O:25])[CH:23]([C:17]2[CH:22]=[CH:21][CH:20]=[CH:19][CH:18]=2)[CH2:27][C:28]2[CH:33]=[CH:32][CH:31]=[CH:30][CH:29]=2)=[CH:8][C:7]=1[CH:14]=[CH2:15])(=[O:4])=[O:3], predict the reactants needed to synthesize it. The reactants are: [CH3:1][S:2]([NH:5][C:6]1[CH:13]=[CH:12][C:9]([CH2:10][NH2:11])=[CH:8][C:7]=1[CH:14]=[CH2:15])(=[O:4])=[O:3].Cl.[C:17]1([C:23](=[CH:27][C:28]2[CH:33]=[CH:32][CH:31]=[CH:30][CH:29]=2)[C:24](O)=[O:25])[CH:22]=[CH:21][CH:20]=[CH:19][CH:18]=1. (2) Given the product [ClH:29].[C:24]([NH:28][C:6]1([CH3:23])[CH2:9][N:8]([CH:10]([C:17]2[CH:22]=[CH:21][CH:20]=[CH:19][CH:18]=2)[C:11]2[CH:16]=[CH:15][CH:14]=[CH:13][CH:12]=2)[CH2:7]1)([CH3:27])([CH3:26])[CH3:25], predict the reactants needed to synthesize it. The reactants are: CS(O[C:6]1([CH3:23])[CH2:9][N:8]([CH:10]([C:17]2[CH:22]=[CH:21][CH:20]=[CH:19][CH:18]=2)[C:11]2[CH:16]=[CH:15][CH:14]=[CH:13][CH:12]=2)[CH2:7]1)(=O)=O.[C:24]([NH2:28])([CH3:27])([CH3:26])[CH3:25].[ClH:29]. (3) Given the product [C:1]1([S:7]([C:10]2[CH:11]=[C:12]3[C:17](=[CH:18][CH:19]=2)[CH:16]([CH2:20][CH2:21][C:27]#[N:28])[CH2:15][CH2:14][CH2:13]3)(=[O:9])=[O:8])[CH:6]=[CH:5][CH:4]=[CH:3][CH:2]=1, predict the reactants needed to synthesize it. The reactants are: [C:1]1([S:7]([C:10]2[CH:11]=[C:12]3[C:17](=[CH:18][CH:19]=2)[CH:16]([CH2:20][CH2:21]OS(C)(=O)=O)[CH2:15][CH2:14][CH2:13]3)(=[O:9])=[O:8])[CH:6]=[CH:5][CH:4]=[CH:3][CH:2]=1.[C-:27]#[N:28].[K+].[I-].[K+].O. (4) Given the product [C:1]1([C@H:7]2[C@H:12]([C:13]([O:15][CH2:16][CH3:17])=[O:14])[CH2:11][CH2:10][O:9][CH2:8]2)[CH:2]=[CH:3][CH:4]=[CH:5][CH:6]=1, predict the reactants needed to synthesize it. The reactants are: [C:1]1([C@H:7]2[C@@H:12]([C:13]([O:15][CH2:16][CH3:17])=[O:14])[CH2:11][CH2:10][O:9][CH2:8]2)[CH:6]=[CH:5][CH:4]=[CH:3][CH:2]=1.[O-]CC.[Na+]. (5) Given the product [CH3:1][O:2][C:3]1[CH:8]=[CH:7][C:6]([C:9]([C:10]2[CH:15]=[CH:14][CH:13]=[CH:12][CH:11]=2)=[C:9]([C:6]2[CH:5]=[CH:4][C:3]([O:2][CH3:1])=[CH:8][CH:7]=2)[C:10]2[CH:11]=[CH:12][CH:13]=[CH:14][CH:15]=2)=[CH:5][CH:4]=1, predict the reactants needed to synthesize it. The reactants are: [CH3:1][O:2][C:3]1[CH:8]=[CH:7][C:6]([C:9](=O)[C:10]2[CH:15]=[CH:14][CH:13]=[CH:12][CH:11]=2)=[CH:5][CH:4]=1. (6) Given the product [CH2:31]([O:30][CH:5]([CH2:6][C:7]1[CH:12]=[CH:11][C:10]([O:13][CH2:14][C:15]2[S:19][C:18]([C:20]3[CH:25]=[CH:24][CH:23]=[C:22]([O:26][CH3:27])[CH:21]=3)=[N:17][C:16]=2[CH3:28])=[CH:9][C:8]=1[CH3:29])[C:4]([OH:33])=[O:3])[CH3:32], predict the reactants needed to synthesize it. The reactants are: C([O:3][C:4](=[O:33])[CH:5]([O:30][CH2:31][CH3:32])[CH2:6][C:7]1[CH:12]=[CH:11][C:10]([O:13][CH2:14][C:15]2[S:19][C:18]([C:20]3[CH:25]=[CH:24][CH:23]=[C:22]([O:26][CH3:27])[CH:21]=3)=[N:17][C:16]=2[CH3:28])=[CH:9][C:8]=1[CH3:29])C.[Li+].[OH-]. (7) Given the product [C:39]([C:36]1[CH:35]=[CH:34][C:33]([CH2:32][N:17]([CH2:16][CH2:15][C:11]2[CH:12]=[CH:13][CH:14]=[C:9]([OH:8])[CH:10]=2)[C:18](=[O:31])[C:19]2[CH:24]=[C:23]([C:25]([F:28])([F:26])[F:27])[CH:22]=[C:21]([Cl:29])[C:20]=2[F:30])=[CH:38][CH:37]=1)([CH3:42])([CH3:40])[CH3:41], predict the reactants needed to synthesize it. The reactants are: C([O:8][C:9]1[CH:10]=[C:11]([CH2:15][CH2:16][N:17]([CH2:32][C:33]2[CH:38]=[CH:37][C:36]([C:39]([CH3:42])([CH3:41])[CH3:40])=[CH:35][CH:34]=2)[C:18](=[O:31])[C:19]2[CH:24]=[C:23]([C:25]([F:28])([F:27])[F:26])[CH:22]=[C:21]([Cl:29])[C:20]=2[F:30])[CH:12]=[CH:13][CH:14]=1)C1C=CC=CC=1.